Predict the reaction yield, written as a fraction of the theoretical maximum amount of product (1.0 means a 100% yield; for example, 0.34 means a 34% yield). From a dataset of Reaction yield outcomes from USPTO patents with 853,638 reactions. (1) The reactants are [CH:1]1([CH2:7][O:8][CH2:9][CH2:10][CH2:11][CH2:12][CH2:13][CH2:14][CH2:15][CH2:16][C:17]2[CH:23]=[CH:22][C:20]([NH2:21])=[CH:19][CH:18]=2)[CH2:6][CH2:5][CH2:4][CH2:3][CH2:2]1.[C:24]([C:26]1([C:29](O)=[O:30])[CH2:28][CH2:27]1)#[N:25]. No catalyst specified. The product is [C:24]([C:26]1([C:29]([NH:21][C:20]2[CH:22]=[CH:23][C:17]([CH2:16][CH2:15][CH2:14][CH2:13][CH2:12][CH2:11][CH2:10][CH2:9][O:8][CH2:7][CH:1]3[CH2:6][CH2:5][CH2:4][CH2:3][CH2:2]3)=[CH:18][CH:19]=2)=[O:30])[CH2:28][CH2:27]1)#[N:25]. The yield is 0.980. (2) The yield is 0.160. The reactants are [CH3:1][O:2][C:3](=[O:32])[NH:4][CH:5]([C:9]([N:11]1[CH2:15][CH2:14][CH2:13][CH:12]1[C:16]1[NH:17][C:18]([C:21]2[CH:30]=[CH:29][C:28]3[C:23](=[CH:24][CH:25]=[C:26](Br)[CH:27]=3)[CH:22]=2)=[CH:19][N:20]=1)=[O:10])[CH:6]([CH3:8])[CH3:7].[CH3:33][O:34][C:35](=[O:72])[NH:36][CH:37]([C:41]([N:43]1[CH2:47][CH2:46][CH2:45][CH:44]1[C:48]1[NH:49][C:50]([C:53]2[CH:62]=[CH:61][C:60]3[C:55](=[CH:56][CH:57]=[C:58](B4OC(C)(C)C(C)(C)O4)[CH:59]=3)[CH:54]=2)=[CH:51][N:52]=1)=[O:42])[CH:38]([CH3:40])[CH3:39].C([O-])(O)=O.[Na+]. The catalyst is COCCOC.O. The product is [CH3:1][O:2][C:3](=[O:32])[NH:4][CH:5]([C:9]([N:11]1[CH2:15][CH2:14][CH2:13][CH:12]1[C:16]1[NH:17][C:18]([C:21]2[CH:22]=[C:23]3[C:28](=[CH:29][CH:30]=2)[CH:27]=[C:26]([C:58]2[CH:57]=[CH:56][C:55]4[C:60](=[CH:61][CH:62]=[C:53]([C:50]5[NH:49][C:48]([CH:44]6[CH2:45][CH2:46][CH2:47][N:43]6[C:41](=[O:42])[CH:37]([NH:36][C:35]([O:34][CH3:33])=[O:72])[CH:38]([CH3:40])[CH3:39])=[N:52][CH:51]=5)[CH:54]=4)[CH:59]=2)[CH:25]=[CH:24]3)=[CH:19][N:20]=1)=[O:10])[CH:6]([CH3:8])[CH3:7]. (3) The reactants are [NH2:1][C:2]1[CH:6]=[C:5]([C:7]#[C:8][C:9]([CH3:12])([CH3:11])[CH3:10])[S:4][C:3]=1[C:13]([O:15][CH3:16])=[O:14].[CH3:17][O:18][P:19]1(=[O:26])[CH2:24][CH2:23][C:22](=O)[CH2:21][CH2:20]1.C([Sn](Cl)(Cl)CCCC)CCC.C1([SiH3])C=CC=CC=1. The catalyst is C1COCC1.CN(C=O)C. The product is [CH3:10][C:9]([CH3:11])([CH3:12])[C:8]#[C:7][C:5]1[S:4][C:3]([C:13]([O:15][CH3:16])=[O:14])=[C:2]([NH:1][CH:22]2[CH2:23][CH2:24][P:19]([O:18][CH3:17])(=[O:26])[CH2:20][CH2:21]2)[CH:6]=1. The yield is 0.850. (4) The reactants are C(OC([NH:8][C:9]1[S:13][C:12]([C:14]2[C:19]([CH3:20])=[CH:18][CH:17]=[CH:16][C:15]=2[CH3:21])=[N:11][C:10]=1[C:22]([OH:24])=O)=O)(C)(C)C.[NH2:25][C:26]1[CH:27]=[N:28][CH:29]=[CH:30][C:31]=1[N:32]1[CH2:37][CH2:36][CH2:35][C@H:34]([NH:38]C(=O)OC(C)(C)C)[CH2:33]1. No catalyst specified. The product is [NH2:8][C:9]1[S:13][C:12]([C:14]2[C:15]([CH3:21])=[CH:16][CH:17]=[CH:18][C:19]=2[CH3:20])=[N:11][C:10]=1[C:22]([NH:25][C:26]1[CH:27]=[N:28][CH:29]=[CH:30][C:31]=1[N:32]1[CH2:37][CH2:36][CH2:35][C@H:34]([NH2:38])[CH2:33]1)=[O:24]. The yield is 0.130. (5) The reactants are [Br:1][C:2]1[CH:3]=[CH:4][C:5]([I:10])=[C:6]([CH2:8]Br)[CH:7]=1.[C:11]1([P:17]([C:24]2[CH:29]=[CH:28][CH:27]=[CH:26][CH:25]=2)[C:18]2[CH:23]=[CH:22][CH:21]=[CH:20][CH:19]=2)[CH:16]=[CH:15][CH:14]=[CH:13][CH:12]=1.C1(C)C=CC=CC=1. The catalyst is CN(C=O)C. The product is [Br-:1].[Br:1][C:2]1[CH:3]=[CH:4][C:5]([I:10])=[C:6]([CH:7]=1)[CH2:8][P+:17]([C:18]1[CH:19]=[CH:20][CH:21]=[CH:22][CH:23]=1)([C:24]1[CH:29]=[CH:28][CH:27]=[CH:26][CH:25]=1)[C:11]1[CH:12]=[CH:13][CH:14]=[CH:15][CH:16]=1. The yield is 0.970. (6) The reactants are [S:1]1[CH:5]=[CH:4][N:3]=[CH:2]1.[Si:6]([O:13][CH2:14][C:15](=[O:17])[CH3:16])([C:9]([CH3:12])([CH3:11])[CH3:10])([CH3:8])[CH3:7]. The catalyst is C1COCC1. The product is [Si:6]([O:13][CH2:14][C:15]([C:2]1[S:1][CH:5]=[CH:4][N:3]=1)([OH:17])[CH3:16])([C:9]([CH3:12])([CH3:11])[CH3:10])([CH3:8])[CH3:7]. The yield is 0.400. (7) The reactants are [Cl:1][C:2]1[C:3]([O:12][C:13]2[CH:18]=[C:17]([O:19][CH2:20][C:21]([N:23]([CH2:26][CH3:27])[CH2:24][CH3:25])=[O:22])[CH:16]=[CH:15][C:14]=2[CH2:28][CH2:29][C:30](O)=[O:31])=[N:4][CH:5]=[C:6]([C:8]([F:11])([F:10])[F:9])[CH:7]=1.[CH3:33][CH:34]([CH3:41])[CH2:35][CH2:36][S:37]([NH2:40])(=[O:39])=[O:38].N12CCCN=C1CCCCC2.Cl. The catalyst is O1CCCC1.C(OCC)(=O)C. The product is [Cl:1][C:2]1[C:3]([O:12][C:13]2[CH:18]=[C:17]([O:19][CH2:20][C:21]([N:23]([CH2:24][CH3:25])[CH2:26][CH3:27])=[O:22])[CH:16]=[CH:15][C:14]=2[CH2:28][CH2:29][C:30]([NH:40][S:37]([CH2:36][CH2:35][CH:34]([CH3:41])[CH3:33])(=[O:39])=[O:38])=[O:31])=[N:4][CH:5]=[C:6]([C:8]([F:9])([F:11])[F:10])[CH:7]=1. The yield is 0.330. (8) The reactants are Cl[C:2]1[C:11]2[C:6](=[CH:7][C:8]([O:14][CH2:15][CH2:16][CH2:17][N:18]3[CH2:22][CH2:21][CH2:20][CH2:19]3)=[C:9]([O:12][CH3:13])[CH:10]=2)[N:5]=[CH:4][N:3]=1.[OH:23][C:24]1[CH:25]=[C:26]2[C:30](=[CH:31][CH:32]=1)[NH:29][CH:28]=[CH:27]2. No catalyst specified. The product is [NH:29]1[C:30]2[C:26](=[CH:25][C:24]([O:23][C:2]3[C:11]4[C:6](=[CH:7][C:8]([O:14][CH2:15][CH2:16][CH2:17][N:18]5[CH2:22][CH2:21][CH2:20][CH2:19]5)=[C:9]([O:12][CH3:13])[CH:10]=4)[N:5]=[CH:4][N:3]=3)=[CH:32][CH:31]=2)[CH:27]=[CH:28]1. The yield is 0.500. (9) The reactants are [F:1][C:2]1[CH:8]=[CH:7][CH:6]=[CH:5][C:3]=1[NH2:4].C(N(CC)CC)C.[O:16]=[C:17]1[C:25]2([C:29]3=[CH:30][C:31]4[O:32][CH2:33][CH2:34][O:35][C:36]=4[CH:37]=[C:28]3[O:27][CH2:26]2)[C:24]2[C:19](=[CH:20][CH:21]=[CH:22][CH:23]=2)[N:18]1[CH2:38][C:39]1[CH:47]=[CH:46][C:42]([C:43](Cl)=[O:44])=[CH:41][CH:40]=1. The catalyst is ClCCl. The product is [F:1][C:2]1[CH:8]=[CH:7][CH:6]=[CH:5][C:3]=1[NH:4][C:43](=[O:44])[C:42]1[CH:41]=[CH:40][C:39]([CH2:38][N:18]2[C:19]3[C:24](=[CH:23][CH:22]=[CH:21][CH:20]=3)[C:25]3([C:29]4[C:28](=[CH:37][C:36]5[O:35][CH2:34][CH2:33][O:32][C:31]=5[CH:30]=4)[O:27][CH2:26]3)[C:17]2=[O:16])=[CH:47][CH:46]=1. The yield is 0.490. (10) The reactants are [Cl:1][C:2]1[CH:7]=[CH:6][CH:5]=[CH:4][C:3]=1[CH:8]=O.[CH3:10][CH2:11]C(=O)CC.B(F)(F)F.CCOCC.O. The catalyst is CCCCCC. The product is [Cl:1][C:2]1[CH:7]=[CH:6][CH:5]=[CH:4][C:3]=1/[CH:8]=[CH:10]/[CH3:11]. The yield is 0.580.